The task is: Regression/Classification. Given a drug SMILES string, predict its absorption, distribution, metabolism, or excretion properties. Task type varies by dataset: regression for continuous measurements (e.g., permeability, clearance, half-life) or binary classification for categorical outcomes (e.g., BBB penetration, CYP inhibition). For this dataset (lipophilicity_astrazeneca), we predict Y.. This data is from Experimental lipophilicity measurements (octanol/water distribution) for 4,200 compounds from AstraZeneca. (1) The compound is COc1nccnc1NS(=O)(=O)c1ccc(N)cc1. The Y is -0.650 logD. (2) The compound is CN(C)CCCNS(=O)(=O)c1ccc(Nc2nccc(-c3cnc4cccnn34)n2)cc1. The Y is 1.40 logD. (3) The Y is 1.39 logD. The drug is COc1ccc(S(=O)(=O)NC(=O)N2CCC(N3CCC(Oc4ccc(Cl)c(Cl)c4)CC3)CC2)cc1. (4) The Y is 1.49 logD. The drug is Cc1cn([C@H]2CCCN(S(=O)(=O)c3ccc(O)c(Oc4ccccc4)c3)C2)c(=O)[nH]c1=O. (5) The compound is CS(=O)(=O)c1cccc(Nc2nccc(Nc3cccc4ncoc34)n2)c1. The Y is 2.50 logD. (6) The drug is CCCCCOC(=O)Nc1nc(=O)n([C@@H]2O[C@H](C)[C@@H](O)[C@H]2O)cc1F. The Y is 0.670 logD. (7) The Y is 3.04 logD. The compound is COc1cncc(NC(=O)c2cc(NC(=O)c3cccc(C(C)(C)C#N)c3)ccc2C)c1. (8) The drug is CNCC[C@@H](Oc1ccc(C(F)(F)F)cc1)c1ccccc1. The Y is 1.96 logD. (9) The compound is CC#Cc1cncc(-c2cccc(C3(C4CC4)N=C(C)C(N)=N3)c2)c1. The Y is 3.30 logD. (10) The drug is Fc1ccc(-n2cc(C3CCNCC3)c3cc(Cl)ccc32)cc1. The Y is 2.40 logD.